Dataset: Catalyst prediction with 721,799 reactions and 888 catalyst types from USPTO. Task: Predict which catalyst facilitates the given reaction. (1) Reactant: C([O:4][C@@H:5]1[C@H:12]2[C@H:8]([O:9][CH2:10][CH2:11]2)[O:7][CH2:6]1)(=O)C.C(=O)([O-])[O-].[K+].[K+]. Product: [O:7]1[C@H:8]2[O:9][CH2:10][CH2:11][C@H:12]2[C@@H:5]([OH:4])[CH2:6]1. The catalyst class is: 5. (2) Reactant: Br[C:2]1[CH:7]=[CH:6][CH:5]=[C:4]([Br:8])[CH:3]=1.C([Li])CCC.[F:14][CH:15]([F:27])[O:16][C:17]1[CH:22]=[CH:21][C:20]([C:23](=O)[CH3:24])=[C:19]([CH3:26])[CH:18]=1.C1CCCCC1.C(OCC)(=O)C. Product: [Br:8][C:4]1[CH:3]=[C:2]([C:23]([C:20]2[CH:21]=[CH:22][C:17]([O:16][CH:15]([F:14])[F:27])=[CH:18][C:19]=2[CH3:26])=[CH2:24])[CH:7]=[CH:6][CH:5]=1. The catalyst class is: 7.